From a dataset of Retrosynthesis with 50K atom-mapped reactions and 10 reaction types from USPTO. Predict the reactants needed to synthesize the given product. (1) Given the product CS(=O)(=O)c1ccc(C(CC2CCC(=O)C2)C(=O)O)cc1Cl, predict the reactants needed to synthesize it. The reactants are: COC(=O)C(CC1CCC(=O)C1)c1ccc(S(C)(=O)=O)c(Cl)c1. (2) Given the product CC(C)N(CCNC(=O)[C@H](Cc1ccccc1)NC(=O)Nc1ccc(Oc2ccccc2)cc1)C(C)C, predict the reactants needed to synthesize it. The reactants are: CC(C)N(CCNC(=O)[C@H](Cc1ccccc1)NC(=O)Nc1ccc(Oc2ccc(Cl)cc2)cc1)C(C)C. (3) Given the product Cc1oc(-c2ccccc2)nc1COc1ccc(CO/N=C(/CCCCCCC(=O)O)c2ccccc2)cc1, predict the reactants needed to synthesize it. The reactants are: CCOC(=O)CCCCCC/C(=N/OCc1ccc(OCc2nc(-c3ccccc3)oc2C)cc1)c1ccccc1.